From a dataset of Catalyst prediction with 721,799 reactions and 888 catalyst types from USPTO. Predict which catalyst facilitates the given reaction. Reactant: [CH3:1][C:2]1([CH3:15])[O:6][B:5]([OH:7])[C:4]2[CH:8]=C(CNC)[CH:10]=[CH:11][C:3]1=2.[Cl:16][C:17]1[CH:18]=[C:19]([C:24]2([C:39]([F:42])([F:41])[F:40])[O:28][N:27]=[C:26]([C:29]3[CH:37]=[CH:36][C:32]([C:33]([OH:35])=O)=[C:31]([CH3:38])[CH:30]=3)[CH2:25]2)[CH:20]=[C:21]([Cl:23])[CH:22]=1.F[B-](F)(F)F.Br[C:49]1C=CC=C[N+]=1CC.CC[N:59]([CH:63]([CH3:65])C)[CH:60]([CH3:62])C. Product: [Cl:23][C:21]1[CH:20]=[C:19]([C:24]2([C:39]([F:42])([F:40])[F:41])[O:28][N:27]=[C:26]([C:29]3[CH:37]=[CH:36][C:32]([C:33]([N:59]([CH2:60][C:62]4[CH:10]=[CH:11][C:3]5[C:2]([CH3:15])([CH3:1])[O:6][B:5]([OH:7])[C:4]=5[CH:8]=4)[CH2:63][CH3:65])=[O:35])=[C:31]([CH2:38][CH3:49])[CH:30]=3)[CH2:25]2)[CH:18]=[C:17]([Cl:16])[CH:22]=1. The catalyst class is: 34.